Dataset: Catalyst prediction with 721,799 reactions and 888 catalyst types from USPTO. Task: Predict which catalyst facilitates the given reaction. (1) Reactant: [Br:1][C:2]1[CH:11]=[C:6]([C:7](OC)=[O:8])[C:5]([OH:12])=[CH:4][CH:3]=1.[NH2:13][OH:14]. Product: [Br:1][C:2]1[CH:3]=[CH:4][C:5]([OH:12])=[C:6]([CH:11]=1)[C:7]([NH:13][OH:14])=[O:8]. The catalyst class is: 38. (2) Reactant: [CH3:1][O:2][C:3]1[CH:12]=[C:11]([CH3:13])[CH:10]=[CH:9][C:4]=1[C:5]([NH:7][NH2:8])=[O:6].[OH-].[K+].O.[C:17](=S)=[S:18]. Product: [CH3:1][O:2][C:3]1[CH:12]=[C:11]([CH3:13])[CH:10]=[CH:9][C:4]=1[C:5]1[O:6][C:17]([SH:18])=[N:8][N:7]=1. The catalyst class is: 361. (3) Reactant: [Br:1][C:2]1[CH:11]=[CH:10][C:9]([C:12]([F:15])([F:14])[F:13])=[CH:8][C:3]=1[CH2:4][NH:5][CH2:6][CH3:7].[C:16](O[C:16]([O:18][C:19]([CH3:22])([CH3:21])[CH3:20])=[O:17])([O:18][C:19]([CH3:22])([CH3:21])[CH3:20])=[O:17]. Product: [C:19]([O:18][C:16](=[O:17])[N:5]([CH2:4][C:3]1[CH:8]=[C:9]([C:12]([F:13])([F:14])[F:15])[CH:10]=[CH:11][C:2]=1[Br:1])[CH2:6][CH3:7])([CH3:22])([CH3:21])[CH3:20]. The catalyst class is: 2.